This data is from Catalyst prediction with 721,799 reactions and 888 catalyst types from USPTO. The task is: Predict which catalyst facilitates the given reaction. (1) Reactant: [C:1]([O:5][C:6]([NH:8][C@@H:9]([CH2:22][C:23]1[CH:28]=[CH:27][C:26]([O:29]C(OC(C)(C)C)=O)=[CH:25][CH:24]=1)[C:10]([NH:12][CH2:13][CH2:14][CH2:15][CH2:16][CH2:17][C:18]([O:20]C)=[O:19])=[O:11])=[O:7])([CH3:4])([CH3:3])[CH3:2].[Li+].[OH-]. Product: [C:1]([O:5][C:6]([NH:8][C@@H:9]([CH2:22][C:23]1[CH:24]=[CH:25][C:26]([OH:29])=[CH:27][CH:28]=1)[C:10]([NH:12][CH2:13][CH2:14][CH2:15][CH2:16][CH2:17][C:18]([OH:20])=[O:19])=[O:11])=[O:7])([CH3:4])([CH3:2])[CH3:3]. The catalyst class is: 36. (2) Reactant: Cl[CH:2]([C:14]1[CH:19]=[CH:18][CH:17]=[CH:16][CH:15]=1)[C:3]([C:5]1[C:13]2[C:8](=[CH:9][CH:10]=[CH:11][CH:12]=2)[NH:7][CH:6]=1)=[O:4].[CH2:20]([C:22]1[CH:23]=[C:24]([CH:26]=[CH:27][CH:28]=1)[NH2:25])[CH3:21].CCN(C(C)C)C(C)C. Product: [CH2:20]([C:22]1[CH:23]=[C:24]([NH:25][CH:2]([C:14]2[CH:19]=[CH:18][CH:17]=[CH:16][CH:15]=2)[C:3]([C:5]2[C:13]3[C:8](=[CH:9][CH:10]=[CH:11][CH:12]=3)[NH:7][CH:6]=2)=[O:4])[CH:26]=[CH:27][CH:28]=1)[CH3:21]. The catalyst class is: 10. (3) Reactant: Cl[C:2]1[N:7]=[C:6]([S:8][CH2:9][C:10]2[CH:11]=[C:12]([C:16]([NH:18][CH3:19])=[O:17])[CH:13]=[CH:14][CH:15]=2)[C:5]([C:20]#[N:21])=[C:4]([C:22]2[CH:27]=[CH:26][CH:25]=[CH:24][CH:23]=2)[C:3]=1[C:28]#[N:29].Cl.[NH:31]1[CH2:34][CH:33]([OH:35])[CH2:32]1.C(N(CC)CC)C.O. Product: [C:20]([C:5]1[C:6]([S:8][CH2:9][C:10]2[CH:11]=[C:12]([C:16]([NH:18][CH3:19])=[O:17])[CH:13]=[CH:14][CH:15]=2)=[N:7][C:2]([N:31]2[CH2:34][CH:33]([OH:35])[CH2:32]2)=[C:3]([C:28]#[N:29])[C:4]=1[C:22]1[CH:27]=[CH:26][CH:25]=[CH:24][CH:23]=1)#[N:21]. The catalyst class is: 7. (4) The catalyst class is: 9. Product: [C:11]([O:15][C:16]([N:18]1[CH2:19][CH2:20][CH:21]([N:24]2[C:28]3=[N:29][CH:30]=[N:31][C:32]([O:10][C:7]4[CH:8]=[CH:9][C:4]([S:2]([CH3:1])=[O:3])=[CH:5][CH:6]=4)=[C:27]3[CH:26]=[N:25]2)[CH2:22][CH2:23]1)=[O:17])([CH3:14])([CH3:12])[CH3:13]. Reactant: [CH3:1][S:2]([C:4]1[CH:9]=[CH:8][C:7]([OH:10])=[CH:6][CH:5]=1)=[O:3].[C:11]([O:15][C:16]([N:18]1[CH2:23][CH2:22][CH:21]([N:24]2[C:28]3=[N:29][CH:30]=[N:31][C:32](Cl)=[C:27]3[CH:26]=[N:25]2)[CH2:20][CH2:19]1)=[O:17])([CH3:14])([CH3:13])[CH3:12].C(=O)([O-])[O-].[K+].[K+].C(=O)([O-])[O-].[Na+].[Na+].